Dataset: Full USPTO retrosynthesis dataset with 1.9M reactions from patents (1976-2016). Task: Predict the reactants needed to synthesize the given product. (1) The reactants are: [NH:1]1[CH:5]=[C:4]([C:6]2[CH:11]=[N:10][N:9]3[C:12]([C:15]4[CH:16]=[C:17]([NH:21][C:22]([NH:24][CH2:25][C:26]([F:29])([F:28])[F:27])=[O:23])[CH:18]=[CH:19][CH:20]=4)=[CH:13][N:14]=[C:8]3[CH:7]=2)[CH:3]=[N:2]1.[F:30][C:31]([F:37])([F:36])[CH:32]=[CH:33][C:34]#[N:35]. Given the product [C:34]([CH2:33][CH:32]([N:1]1[CH:5]=[C:4]([C:6]2[CH:11]=[N:10][N:9]3[C:12]([C:15]4[CH:16]=[C:17]([NH:21][C:22]([NH:24][CH2:25][C:26]([F:28])([F:27])[F:29])=[O:23])[CH:18]=[CH:19][CH:20]=4)=[CH:13][N:14]=[C:8]3[CH:7]=2)[CH:3]=[N:2]1)[C:31]([F:37])([F:36])[F:30])#[N:35], predict the reactants needed to synthesize it. (2) Given the product [C:1]([C:6]1[CH:22]=[C:21]([C:23]([CH2:26][CH3:27])([CH3:25])[CH3:24])[CH:20]=[CH:19][C:7]=1[O:8][C:9]1[CH:18]=[CH:17][CH:16]=[CH:15][C:10]=1[C:11]([OH:13])=[O:12])([CH2:4][CH3:5])([CH3:3])[CH3:2], predict the reactants needed to synthesize it. The reactants are: [C:1]([C:6]1[CH:22]=[C:21]([C:23]([CH2:26][CH3:27])([CH3:25])[CH3:24])[CH:20]=[CH:19][C:7]=1[O:8][C:9]1[CH:18]=[CH:17][CH:16]=[CH:15][C:10]=1[C:11]([O:13]C)=[O:12])([CH2:4][CH3:5])([CH3:3])[CH3:2].[OH-].[K+].C(O)C. (3) Given the product [CH3:14][O:15][C:16](=[O:25])[C:17]1[CH:22]=[CH:21][C:20]([CH2:23][O:10][C:9]2[C:8]([O:11][CH2:12][CH3:13])=[CH:7][C:4]([CH:5]=[O:6])=[CH:3][C:2]=2[Br:1])=[CH:19][CH:18]=1, predict the reactants needed to synthesize it. The reactants are: [Br:1][C:2]1[CH:3]=[C:4]([CH:7]=[C:8]([O:11][CH2:12][CH3:13])[C:9]=1[OH:10])[CH:5]=[O:6].[CH3:14][O:15][C:16](=[O:25])[C:17]1[CH:22]=[CH:21][C:20]([CH2:23]Br)=[CH:19][CH:18]=1. (4) Given the product [Cl:10][C:5]1[C:6]([CH3:9])=[C:7]2[N:8]=[C:16]([C:15]3[CH:18]=[CH:19][C:12]([OH:11])=[C:13]([N+:20]([O-:22])=[O:21])[CH:14]=3)[NH:1][C:2]2=[N:3][CH:4]=1, predict the reactants needed to synthesize it. The reactants are: [NH2:1][C:2]1[C:7]([NH2:8])=[C:6]([CH3:9])[C:5]([Cl:10])=[CH:4][N:3]=1.[OH:11][C:12]1[CH:19]=[CH:18][C:15]([CH:16]=O)=[CH:14][C:13]=1[N+:20]([O-:22])=[O:21].O.C1(C)C=CC(S(O)(=O)=O)=CC=1.